This data is from Forward reaction prediction with 1.9M reactions from USPTO patents (1976-2016). The task is: Predict the product of the given reaction. (1) Given the reactants [O:1]1[C:5]2([CH2:10][CH2:9][CH:8]([O:11][C:12]3[N:17]=[C:16]([C:18]([F:21])([F:20])[F:19])[N:15]=[C:14]([C:22](=[O:24])[CH3:23])[CH:13]=3)[CH2:7][CH2:6]2)[O:4][CH2:3][CH2:2]1.O1CCC[CH2:26]1.C[Mg]Br.CCOCC, predict the reaction product. The product is: [O:4]1[C:5]2([CH2:10][CH2:9][CH:8]([O:11][C:12]3[N:17]=[C:16]([C:18]([F:20])([F:21])[F:19])[N:15]=[C:14]([C:22]([OH:24])([CH3:26])[CH3:23])[CH:13]=3)[CH2:7][CH2:6]2)[O:1][CH2:2][CH2:3]1. (2) Given the reactants [CH2:1](O)[CH2:2][CH3:3].[NH2:5][CH:6]([C:11]1[CH:16]=[CH:15][C:14]([Cl:17])=[CH:13][CH:12]=1)[CH2:7][C:8]([OH:10])=[O:9].S(=O)(=O)(O)O.[OH-].[Na+], predict the reaction product. The product is: [NH2:5][CH:6]([C:11]1[CH:12]=[CH:13][C:14]([Cl:17])=[CH:15][CH:16]=1)[CH2:7][C:8]([O:10][CH2:1][CH2:2][CH3:3])=[O:9]. (3) Given the reactants C([N:8]([CH:35]1[CH2:39][CH2:38][CH2:37][CH2:36]1)[C:9]1[N:14]=[N:13][C:12]([NH:15][C:16]([C:18]2[CH:34]=[CH:33][C:21]([O:22][C@@H:23]3[CH2:28][CH2:27][C@H:26]([C:29]([O:31][CH3:32])=[O:30])[CH2:25][CH2:24]3)=[CH:20][CH:19]=2)=[O:17])=[CH:11][CH:10]=1)C1C=CC=CC=1.CO.Cl.[H][H], predict the reaction product. The product is: [CH:35]1([NH:8][C:9]2[N:14]=[N:13][C:12]([NH:15][C:16]([C:18]3[CH:19]=[CH:20][C:21]([O:22][C@@H:23]4[CH2:28][CH2:27][C@H:26]([C:29]([O:31][CH3:32])=[O:30])[CH2:25][CH2:24]4)=[CH:33][CH:34]=3)=[O:17])=[CH:11][CH:10]=2)[CH2:36][CH2:37][CH2:38][CH2:39]1. (4) The product is: [C:11]([O:10][C:9]([N:8]([C:16]1[C:21]([CH3:23])([CH3:22])[S:20](=[O:25])(=[O:24])[CH:19]([F:57])[C@:18]([C:27]2[CH:32]=[C:31]([N+:33]([O-:35])=[O:34])[CH:30]=[CH:29][C:28]=2[F:36])([CH3:26])[N:17]=1)[C:6](=[O:7])[O:5][C:1]([CH3:2])([CH3:3])[CH3:4])=[O:15])([CH3:12])([CH3:13])[CH3:14]. Given the reactants [C:1]([O:5][C:6]([N:8]([C:16]1[C:21]([CH3:23])([CH3:22])[S:20](=[O:25])(=[O:24])[CH2:19][C@:18]([C:27]2[CH:32]=[C:31]([N+:33]([O-:35])=[O:34])[CH:30]=[CH:29][C:28]=2[F:36])([CH3:26])[N:17]=1)[C:9](=[O:15])[O:10][C:11]([CH3:14])([CH3:13])[CH3:12])=[O:7])([CH3:4])([CH3:3])[CH3:2].[Li+].C[Si]([N-][Si](C)(C)C)(C)C.C1C=CC(S(N(S(C2C=CC=CC=2)(=O)=O)[F:57])(=O)=O)=CC=1.[Cl-].[NH4+], predict the reaction product. (5) Given the reactants [CH2:1]([O:4][CH2:5][CH:6]1[CH2:10][CH2:9][CH2:8][O:7]1)[CH:2]=[CH2:3].[CH2:11]([O:13][SiH:14]([O:18][CH2:19][CH3:20])[O:15][CH2:16][CH3:17])[CH3:12], predict the reaction product. The product is: [CH2:5]([O:4][CH2:1][CH2:2][CH2:3][Si:14]([O:18][CH2:19][CH3:20])([O:15][CH2:16][CH3:17])[O:13][CH2:11][CH3:12])[CH:6]1[O:7][CH2:8][CH2:9][CH2:10]1. (6) Given the reactants [CH2:1]([O:8][CH2:9][C:10]([CH:13]1[N:22]2[CH:17]([CH2:18][C:19](=[O:28])[C:20]([C:23]([O:25][CH2:26][CH3:27])=[O:24])=[CH:21]2)[C:16]2[CH:29]=[C:30]([O:39][CH3:40])[C:31]([O:33][CH2:34][CH2:35][CH2:36][O:37][CH3:38])=[CH:32][C:15]=2[CH2:14]1)([CH3:12])[CH3:11])[C:2]1[CH:7]=[CH:6][CH:5]=[CH:4][CH:3]=1.C1(Cl)C(=O)C(Cl)=C(Cl)C(=O)C=1Cl, predict the reaction product. The product is: [CH2:1]([O:8][CH2:9][C:10]([CH:13]1[N:22]2[C:17](=[CH:18][C:19](=[O:28])[C:20]([C:23]([O:25][CH2:26][CH3:27])=[O:24])=[CH:21]2)[C:16]2[CH:29]=[C:30]([O:39][CH3:40])[C:31]([O:33][CH2:34][CH2:35][CH2:36][O:37][CH3:38])=[CH:32][C:15]=2[CH2:14]1)([CH3:11])[CH3:12])[C:2]1[CH:7]=[CH:6][CH:5]=[CH:4][CH:3]=1.